Dataset: Forward reaction prediction with 1.9M reactions from USPTO patents (1976-2016). Task: Predict the product of the given reaction. Given the reactants [Cl:1][C:2]1[C:7]([O:8][CH3:9])=[CH:6][C:5]([O:10][CH3:11])=[C:4]([Cl:12])[C:3]=1[C:13]1[C:22]2[N:21]=[C:20]([CH3:23])[C:19]([CH3:24])=[N:18][C:17]=2[C:16]([C:25]([OH:27])=O)=[CH:15][CH:14]=1.[CH3:28][N:29]1[CH2:34][CH2:33][N:32]([CH2:35][C:36]2[CH:37]=[CH:38][C:39]([NH:42]C(C3C4N=CC=NC=4C(C4C(Cl)=C(OC)C=C(OC)C=4Cl)=CC=3)=O)=[N:40][CH:41]=2)[CH2:31][CH2:30]1, predict the reaction product. The product is: [CH3:28][N:29]1[CH2:34][CH2:33][N:32]([CH2:35][C:36]2[CH:37]=[CH:38][C:39]([NH:42][C:25]([C:16]3[C:17]4[N:18]=[C:19]([CH3:24])[C:20]([CH3:23])=[N:21][C:22]=4[C:13]([C:3]4[C:2]([Cl:1])=[C:7]([O:8][CH3:9])[CH:6]=[C:5]([O:10][CH3:11])[C:4]=4[Cl:12])=[CH:14][CH:15]=3)=[O:27])=[N:40][CH:41]=2)[CH2:31][CH2:30]1.